Dataset: Forward reaction prediction with 1.9M reactions from USPTO patents (1976-2016). Task: Predict the product of the given reaction. Given the reactants CS([O:5][CH:6]1[CH2:9][N:8]([C:10]2[N:19]=[CH:18][C:17]([C:20]([F:23])([F:22])[F:21])=[CH:16][C:11]=2[C:12]([O:14]C)=[O:13])[CH2:7]1)(=O)=O.[F:24][C:25]([F:35])([F:34])[O:26][C:27]1[CH:28]=[C:29](O)[CH:30]=[CH:31][CH:32]=1, predict the reaction product. The product is: [F:24][C:25]([F:34])([F:35])[O:26][C:27]1[CH:32]=[C:31]([CH:30]=[CH:29][CH:28]=1)[O:5][CH:6]1[CH2:9][N:8]([C:10]2[N:19]=[CH:18][C:17]([C:20]([F:23])([F:22])[F:21])=[CH:16][C:11]=2[C:12]([OH:14])=[O:13])[CH2:7]1.